Dataset: Full USPTO retrosynthesis dataset with 1.9M reactions from patents (1976-2016). Task: Predict the reactants needed to synthesize the given product. (1) Given the product [Br:13][C:14]1[CH:15]=[CH:16][C:17]([C@@H:20]2[CH2:7][C@H:21]2[N+:22]([O-:24])=[O:23])=[CH:18][CH:19]=1, predict the reactants needed to synthesize it. The reactants are: [I-].C[S+](C)(C)=O.[CH3:7]C([O-])(C)C.[K+].[Br:13][C:14]1[CH:19]=[CH:18][C:17](/[CH:20]=[CH:21]/[N+:22]([O-:24])=[O:23])=[CH:16][CH:15]=1.O. (2) Given the product [CH3:31][O:32][C:33]1[CH:38]=[CH:37][C:36]([CH2:39][NH:40][C:12]2[CH:17]=[C:16]([S:18][CH2:19][C:20]3[CH:25]=[CH:24][C:23]([O:26][CH3:27])=[CH:22][CH:21]=3)[C:15]([N+:28]([O-:30])=[O:29])=[CH:14][N:13]=2)=[CH:35][CH:34]=1, predict the reactants needed to synthesize it. The reactants are: [N+](C1C=CC(N)=NC=1)([O-])=O.Cl[C:12]1[CH:17]=[C:16]([S:18][CH2:19][C:20]2[CH:25]=[CH:24][C:23]([O:26][CH3:27])=[CH:22][CH:21]=2)[C:15]([N+:28]([O-:30])=[O:29])=[CH:14][N:13]=1.[CH3:31][O:32][C:33]1[CH:38]=[CH:37][C:36]([CH2:39][NH2:40])=[CH:35][CH:34]=1. (3) Given the product [CH2:6]([N:12]([CH2:1][CH3:2])[CH2:13][CH:14]([NH:22][C:23]1[CH:24]=[C:25]2[C:34](=[CH:35][CH:36]=1)[S:33][C:32]1[C:31]([C:37]3[NH:42][C:41](=[O:43])[CH:40]=[C:39]([N:44]4[CH2:49][CH2:48][O:47][CH2:46][CH2:45]4)[CH:38]=3)=[CH:30][CH:29]=[CH:28][C:27]=1[S:26]2)[C:15]1[CH:20]=[N:19][C:18]([CH3:21])=[CH:17][N:16]=1)[CH3:7], predict the reactants needed to synthesize it. The reactants are: [CH:1](=O)[CH3:2].B.N1C=CC=[CH:7][C:6]=1C.[NH2:12][CH2:13][CH:14]([NH:22][C:23]1[CH:24]=[C:25]2[C:34](=[CH:35][CH:36]=1)[S:33][C:32]1[C:31]([C:37]3[NH:42][C:41](=[O:43])[CH:40]=[C:39]([N:44]4[CH2:49][CH2:48][O:47][CH2:46][CH2:45]4)[CH:38]=3)=[CH:30][CH:29]=[CH:28][C:27]=1[S:26]2)[C:15]1[CH:20]=[N:19][C:18]([CH3:21])=[CH:17][N:16]=1.C(=O)([O-])O.[Na+]. (4) Given the product [CH3:21][C:18]1[CH:17]=[C:16]([NH:15][C:13]2[CH:12]=[C:11]([N:22]3[CH2:23][CH2:24][CH2:25]3)[N:10]=[C:9]([S:8][C:5]3[CH:6]=[CH:7][C:2]([NH:1][C:32](=[O:33])[C:29]4[CH:30]=[CH:31][C:26]([CH3:35])=[CH:27][CH:28]=4)=[CH:3][CH:4]=3)[N:14]=2)[NH:20][N:19]=1, predict the reactants needed to synthesize it. The reactants are: [NH2:1][C:2]1[CH:7]=[CH:6][C:5]([S:8][C:9]2[N:14]=[C:13]([NH:15][C:16]3[NH:20][N:19]=[C:18]([CH3:21])[CH:17]=3)[CH:12]=[C:11]([N:22]3[CH2:25][CH2:24][CH2:23]3)[N:10]=2)=[CH:4][CH:3]=1.[C:26]1([CH3:35])[CH:31]=[CH:30][C:29]([C:32](Cl)=[O:33])=[CH:28][CH:27]=1.